From a dataset of Experimentally validated miRNA-target interactions with 360,000+ pairs, plus equal number of negative samples. Binary Classification. Given a miRNA mature sequence and a target amino acid sequence, predict their likelihood of interaction. (1) The miRNA is hsa-miR-4761-5p with sequence ACAAGGUGUGCAUGCCUGACC. The protein sequence of the target gene is MSEADSSSGFAGSVENGTFLELFPTSLSTSVDSSSGHLSNVYIYVSIFLSLLAFLLLLLIIALQRLKNIISSSSSYPEYPSDAGSSFTNLEVCSISSQRSTFSNLSS. Result: 0 (no interaction). (2) The miRNA is hsa-miR-7854-3p with sequence UGAGGUGACCGCAGAUGGGAA. The protein sequence of the target gene is MEAAAEPGNLAGVRHIILVLSGKGGVGKSTISTELALALRHAGKKVGILDVDLCGPSIPRMLGAQGRAVHQCDRGWAPVFLDREQSISLMSVGFLLEKPDEAVVWRGPKKNALIKQFVSDVAWGELDYLVVDTPPGTSDEHMATIEALRPYQPLGALVVTTPQAVSVGDVRRELTFCRKTGLRVMGIVENMSGFTCPHCTECTSVFSRGGGEELAQLAGVPFLGSVPLDPALMRTLEEGHDFIQEFPGSPAFAALTSIAQKILDATPACLP. Result: 0 (no interaction). (3) The miRNA is hsa-miR-34a-3p with sequence CAAUCAGCAAGUAUACUGCCCU. The protein sequence of the target gene is MNLNPPTSALQIEGKGSHIMARNVSCFLVRHTPHPRRVCHIKGLNNIPICTVNDDENAFGTLWGVGQSNYLEKNRIPFANCSYPSSTAVQESPVRGMSPAPNGAKVPPRPHSEPSRKIKECFKTSSENPLVIKKEEIKAKRPPSPPKACSTPGSCSSGMTSTKNDVKANTICIPNYLDQEIKILAKLCSILHTDSLAEVLQWLLHATSKEKEWVSALIHSELAEINLLTHHRRNTSMEPAAETGKPPTVKSPPTVKLPPNFTAKSKVLTRDTEGDQPTRVSSQGSEENKEVPKEAEHKPP.... Result: 0 (no interaction). (4) The miRNA is hsa-miR-548g-3p with sequence AAAACUGUAAUUACUUUUGUAC. The protein sequence of the target gene is MRWCLLLIWAQGLRQAPLASGMMTGTIETTGNISAEKGGSIILQCHLSSTTAQVTQVNWEQQDQLLAICNADLGWHISPSFKDRVAPGPGLGLTLQSLTVNDTGEYFCIYHTYPDGTYTGRIFLEVLESSVAEHGARFQIPLLGAMAATLVVICTAVIVVVALTRKKKALRIHSVEGDLRRKSAGQEEWSPSAPSPPGSCVQAEAAPAGLCGEQRGEDCAELHDYFNVLSYRSLGNCSFFTETG. Result: 1 (interaction). (5) The miRNA is hsa-miR-591 with sequence AGACCAUGGGUUCUCAUUGU. The protein sequence of the target gene is MMFWRKLPKALFIGLTLAIAVNLLLVFSSKGTLQNLFTGGLHRELPLHLNKRYGAVIKRLSHLEVELQDLKESMKLALRQQENVNSTLKRAKDEVRPLLKAMETKVNETKKHKTQMKLFPHSQLFRQWGEDLSEAQQKAAQDLFRKFGYNAYLSNQLPLNRTIPDTRDYRCLRKTYPSQLPSLSVILIFVNEALSIIQRAITSIINRTPSRLLKEIILVDDFSSNGELKVHLDEKIKLYNQKYPGLLKIIRHPERKGLAQARNTGWEAATADVVAILDAHIEVNVGWAEPILARIQEDRT.... Result: 1 (interaction). (6) The miRNA is mmu-miR-320-3p with sequence AAAAGCUGGGUUGAGAGGGCGA. The protein sequence of the target gene is MADRAALEELVRLQGAHVRGLKEQKASAEQIEEEVTKLLKLKAQLGQDEGKQKFVLKTPKGTRDYSPRQMAVREKVFDVIIRCFKRHGAEVIDTPVFELKETLTGKYGEDSKLIYDLKDQGGELLSLRYDLTVPFARYLAMNKLTNIKRYHIAKVYRRDNPAMTRGRYREFYQCDFDIAGQFDPMIPDAECLKIMCEILSSLQIGNFLVKVNDRRILDGMFAVCGVPDSKFRTICSSVDKLDKVSWEEVKNEMVGEKGLAPEVADRIGDYVQQHGGVSLVEQLLQDPKLSQNKQAVEGLG.... Result: 0 (no interaction).